From a dataset of Full USPTO retrosynthesis dataset with 1.9M reactions from patents (1976-2016). Predict the reactants needed to synthesize the given product. (1) Given the product [NH2:11][C@H:12]1[C@H:17]2[O:18][C@H:14]([CH2:15][CH2:16]2)[C@H:13]1[C:19]([O:21][CH3:22])=[O:20], predict the reactants needed to synthesize it. The reactants are: C(OC([NH:11][C@H:12]1[C@H:17]2[O:18][C@H:14]([CH2:15][CH2:16]2)[C@H:13]1[C:19]([O:21][CH3:22])=[O:20])=O)C1C=CC=CC=1. (2) Given the product [CH3:17][O:18][C:19]1[CH:26]=[CH:25][C:22]([CH2:23][NH:24][C:2]2[C:11]3[C:6](=[CH:7][CH:8]=[CH:9][CH:10]=3)[NH:5][C:4](=[O:12])[C:3]=2[C:13]([O:15][CH3:16])=[O:14])=[CH:21][CH:20]=1, predict the reactants needed to synthesize it. The reactants are: Cl[C:2]1[C:11]2[C:6](=[CH:7][CH:8]=[CH:9][CH:10]=2)[NH:5][C:4](=[O:12])[C:3]=1[C:13]([O:15][CH3:16])=[O:14].[CH3:17][O:18][C:19]1[CH:26]=[CH:25][C:22]([CH2:23][NH2:24])=[CH:21][CH:20]=1. (3) Given the product [CH3:24][N:22]([CH3:23])[CH2:21][CH2:20][N:18]([CH3:19])[S:17]([C:4]1[S:3][CH:2]=[C:6]([C:7]2[S:11][C:10]([NH:12][C:13](=[O:15])[CH3:14])=[N:9][C:8]=2[CH3:16])[CH:5]=1)(=[O:25])=[O:26], predict the reactants needed to synthesize it. The reactants are: Br[C:2]1[S:3][C:4]([S:17](=[O:26])(=[O:25])[N:18]([CH2:20][CH2:21][N:22]([CH3:24])[CH3:23])[CH3:19])=[CH:5][C:6]=1[C:7]1[S:11][C:10]([NH:12][C:13](=[O:15])[CH3:14])=[N:9][C:8]=1[CH3:16].C([Li])CCC. (4) Given the product [CH2:7]([NH:6][C@@H:5]([CH:14]([CH3:16])[CH3:15])[CH2:4][F:18])[C:8]1[CH:13]=[CH:12][CH:11]=[CH:10][CH:9]=1, predict the reactants needed to synthesize it. The reactants are: O=S1(=O)[N:6]([CH2:7][C:8]2[CH:13]=[CH:12][CH:11]=[CH:10][CH:9]=2)[C@@H:5]([CH:14]([CH3:16])[CH3:15])[CH2:4]O1.[F-:18].C([N+](CCCC)(CCCC)CCCC)CCC. (5) Given the product [CH3:16][O:14][C:13](=[O:15])[CH2:12][CH:11]1[CH2:10][C:9]2[C:4](=[CH:5][CH:6]=[CH:7][CH:8]=2)[NH:3][C:2]1=[O:1], predict the reactants needed to synthesize it. The reactants are: [O:1]=[C:2]1[CH:11]([CH2:12][C:13]([OH:15])=[O:14])[CH2:10][C:9]2[C:4](=[CH:5][CH:6]=[CH:7][CH:8]=2)[NH:3]1.[CH3:16]CN=C=NCCCN(C)C.Cl.CCN(C(C)C)C(C)C.C(Cl)Cl. (6) Given the product [C:1]([C:3]1[CH:8]=[C:7]([CH3:9])[CH:6]=[CH:5][C:4]=1[C:10]1[CH:11]=[C:12]([C:20]([O:22][CH2:23][CH3:24])=[O:21])[CH:13]=[C:14]([C:16]([OH:18])=[O:17])[CH:15]=1)#[N:2], predict the reactants needed to synthesize it. The reactants are: [C:1]([C:3]1[CH:8]=[C:7]([CH3:9])[CH:6]=[CH:5][C:4]=1[C:10]1[CH:15]=[C:14]([C:16]([O:18]C)=[O:17])[CH:13]=[C:12]([C:20]([O:22][CH2:23][CH3:24])=[O:21])[CH:11]=1)#[N:2].O1CCOCC1.[OH-].[Li+]. (7) Given the product [OH:2][C:3]1[CH:4]=[N:5][C:6]2[N:28]([CH:29]=1)[C:9]1[N:10]([C:19]3[CH:20]=[CH:21][C:22]([N+:25]([O-:27])=[O:26])=[CH:23][CH:24]=3)[C:11](=[O:18])[C:12]3[C:17]([C:8]=1[N:7]=2)=[CH:16][CH:15]=[CH:14][CH:13]=3, predict the reactants needed to synthesize it. The reactants are: C[O:2][C:3]1[CH:4]=[N:5][C:6]2[N:28]([CH:29]=1)[C:9]1[N:10]([C:19]3[CH:24]=[CH:23][C:22]([N+:25]([O-:27])=[O:26])=[CH:21][CH:20]=3)[C:11](=[O:18])[C:12]3[C:17]([C:8]=1[N:7]=2)=[CH:16][CH:15]=[CH:14][CH:13]=3.Br.